Task: Predict hERG channel inhibition at various concentrations.. Dataset: hERG Central: cardiac toxicity at 1µM, 10µM, and general inhibition The compound is Cc1ccc(C(=O)N/C(=C/c2ccc(-c3ccc([N+](=O)[O-])cc3)o2)C(=O)NCCCN(C)C)cc1. Results: hERG_inhib (hERG inhibition (general)): blocker.